Predict the reactants needed to synthesize the given product. From a dataset of Full USPTO retrosynthesis dataset with 1.9M reactions from patents (1976-2016). (1) Given the product [Cl:1][C:2]1[CH:7]=[C:6]([O:8][CH2:20][C:21]2([C:24]([N:26]3[C:35]4[C:30](=[CH:31][CH:32]=[CH:33][CH:34]=4)[N:29]([CH:36]4[CH2:38][CH2:37]4)[CH2:28][CH2:27]3)=[O:25])[CH2:23][CH2:22]2)[C:5]([Cl:9])=[CH:4][C:3]=1[CH2:10][CH2:11][C:12]([O:14][C:15]([CH3:18])([CH3:17])[CH3:16])=[O:13], predict the reactants needed to synthesize it. The reactants are: [Cl:1][C:2]1[CH:7]=[C:6]([OH:8])[C:5]([Cl:9])=[CH:4][C:3]=1[CH2:10][CH2:11][C:12]([O:14][C:15]([CH3:18])([CH3:17])[CH3:16])=[O:13].Cl[CH2:20][C:21]1([C:24]([N:26]2[C:35]3[C:30](=[CH:31][CH:32]=[CH:33][CH:34]=3)[N:29]([CH:36]3[CH2:38][CH2:37]3)[CH2:28][CH2:27]2)=[O:25])[CH2:23][CH2:22]1.C(=O)([O-])[O-].[K+].[K+]. (2) Given the product [OH:28][CH2:27][CH2:26][N:23]1[CH2:22][CH2:21][N:20]([C:15]2[N:16]=[C:17]([CH3:19])[N:18]=[C:13]([NH:1][C:2]3[S:3][C:4]([C:7]([O:9][CH2:10][CH3:11])=[O:8])=[CH:5][N:6]=3)[CH:14]=2)[CH2:25][CH2:24]1, predict the reactants needed to synthesize it. The reactants are: [NH2:1][C:2]1[S:3][C:4]([C:7]([O:9][CH2:10][CH3:11])=[O:8])=[CH:5][N:6]=1.Cl[C:13]1[N:18]=[C:17]([CH3:19])[N:16]=[C:15]([N:20]2[CH2:25][CH2:24][N:23]([CH2:26][CH2:27][OH:28])[CH2:22][CH2:21]2)[CH:14]=1. (3) Given the product [F:8][C:9]1[CH:14]=[CH:13][C:12]([NH:15][C:3](=[O:5])[NH:23][C:32]([CH3:31])([CH3:37])[C:33]([O:35][CH3:36])=[O:34])=[CH:11][C:10]=1[C:16]1[S:17][CH:18]=[CH:19][CH:20]=1, predict the reactants needed to synthesize it. The reactants are: FC(F)(F)[C:3]([OH:5])=O.[F:8][C:9]1[CH:14]=[CH:13][C:12]([NH2:15])=[CH:11][C:10]=1[C:16]1[S:17][CH:18]=[CH:19][CH:20]=1.C([N:23](CC)CC)C.N([CH2:31][CH:32]([CH3:37])[C:33]([O:35][CH3:36])=[O:34])=C=O. (4) Given the product [F:1][C:2]1[CH:7]=[CH:6][C:5]([C:8]2[C:16]([C:17]3[CH:22]=[CH:21][C:20]([S:23]([CH3:26])(=[O:24])=[O:25])=[CH:19][CH:18]=3)=[C:15]3[N:10]([N:11]=[C:12]([OH:27])[CH:13]=[CH:14]3)[N:9]=2)=[CH:4][CH:3]=1, predict the reactants needed to synthesize it. The reactants are: [F:1][C:2]1[CH:7]=[CH:6][C:5]([C:8]2[C:16]([C:17]3[CH:22]=[CH:21][C:20]([S:23]([CH3:26])(=[O:25])=[O:24])=[CH:19][CH:18]=3)=[C:15]3[N:10]([N:11]=[C:12]([O:27]C)[CH:13]=[CH:14]3)[N:9]=2)=[CH:4][CH:3]=1.Cl.N1C=CC=CC=1. (5) Given the product [CH2:13]([NH:20][C:7]1[S:6][C:5]2=[N:4][CH:3]=[C:2]([I:1])[N:9]2[N:8]=1)[C:14]1[CH:19]=[CH:18][CH:17]=[CH:16][CH:15]=1, predict the reactants needed to synthesize it. The reactants are: [I:1][C:2]1[N:9]2[C:5]([S:6][C:7](S(C)=O)=[N:8]2)=[N:4][CH:3]=1.[CH2:13]([NH2:20])[C:14]1[CH:19]=[CH:18][CH:17]=[CH:16][CH:15]=1. (6) Given the product [CH2:2]([O:4][C:5]([C:7]1[N:8]([CH2:24][C:25]2[C:34]3[C:29](=[CH:30][CH:31]=[C:32]([F:35])[CH:33]=3)[CH:28]=[CH:27][CH:26]=2)[C:9]2[C:14]([C:15]=1[CH2:16][NH2:17])=[CH:13][C:12]([F:23])=[CH:11][CH:10]=2)=[O:6])[CH3:3], predict the reactants needed to synthesize it. The reactants are: Cl.[CH2:2]([O:4][C:5]([C:7]1[N:8]([CH2:24][C:25]2[C:34]3[C:29](=[CH:30][CH:31]=[C:32]([F:35])[CH:33]=3)[CH:28]=[CH:27][CH:26]=2)[C:9]2[C:14]([C:15]=1[CH2:16][N:17](C(OC)=O)C)=[CH:13][C:12]([F:23])=[CH:11][CH:10]=2)=[O:6])[CH3:3]. (7) The reactants are: [CH:1]([C:4]1[C:9](=[O:10])[NH:8][C:7](=[O:11])[NH:6][C:5]=1[C:12]([C:14]1[CH:15]=[C:16]([CH:19]=[C:20]([CH3:22])[CH:21]=1)[C:17]#[N:18])=[O:13])([CH3:3])[CH3:2].C(=O)([O-])[O-].[K+].[K+].I[CH:30]([CH3:32])[CH3:31]. Given the product [CH:30]([N:6]1[C:5]([C:12]([C:14]2[CH:15]=[C:16]([CH:19]=[C:20]([CH3:22])[CH:21]=2)[C:17]#[N:18])=[O:13])=[C:4]([CH:1]([CH3:3])[CH3:2])[C:9](=[O:10])[NH:8][C:7]1=[O:11])([CH3:32])[CH3:31], predict the reactants needed to synthesize it. (8) Given the product [CH3:29][O:28][C:24]([C:25]1[O:9][N:8]=[C:5]([C:2]([CH3:1])([CH3:3])[CH3:4])[CH:26]=1)=[O:27], predict the reactants needed to synthesize it. The reactants are: [CH3:1][C:2]([CH:5]=O)([CH3:4])[CH3:3].Cl.[NH2:8][OH:9].[OH-].[Na+].CC1C=CC(S(NCl)(=O)=O)=CC=1.[C:24]([O:28][CH3:29])(=[O:27])[C:25]#[CH:26].[OH-].[NH4+]. (9) Given the product [Cl:18][C:12]1[CH:13]=[C:14]([Cl:17])[CH:15]=[CH:16][C:11]=1[CH2:10][C@@H:9]([NH:8][C:6](=[O:7])[O:5][C:1]([CH3:2])([CH3:3])[CH3:4])[C:19]([N:56]1[CH2:57][CH2:58][CH:53]([N:44]2[N:43]=[C:42]([C:36]3[CH:37]=[CH:38][C:39]([O:40][CH3:41])=[C:34]([O:33][CH3:32])[CH:35]=3)[C@@H:51]3[C@@H:46]([CH2:47][CH2:48][CH2:49][CH2:50]3)[C:45]2=[O:52])[CH2:54][CH2:55]1)=[O:21], predict the reactants needed to synthesize it. The reactants are: [C:1]([O:5][C:6]([NH:8][C@@H:9]([C:19]([OH:21])=O)[CH2:10][C:11]1[CH:16]=[CH:15][C:14]([Cl:17])=[CH:13][C:12]=1[Cl:18])=[O:7])([CH3:4])([CH3:3])[CH3:2].CCN(C(C)C)C(C)C.Cl.[CH3:32][O:33][C:34]1[CH:35]=[C:36]([C:42]2[C@@H:51]3[C@@H:46]([CH2:47][CH2:48][CH2:49][CH2:50]3)[C:45](=[O:52])[N:44]([CH:53]3[CH2:58][CH2:57][NH:56][CH2:55][CH2:54]3)[N:43]=2)[CH:37]=[CH:38][C:39]=1[O:40][CH3:41].CCOC(C(C#N)=NOC(N1CCOCC1)=[N+](C)C)=O.F[P-](F)(F)(F)(F)F.C(=O)(O)[O-].[Na+].